Dataset: Reaction yield outcomes from USPTO patents with 853,638 reactions. Task: Predict the reaction yield, written as a fraction of the theoretical maximum amount of product (1.0 means a 100% yield; for example, 0.34 means a 34% yield). (1) The reactants are [CH3:1][C:2]([O-])(C)[CH3:3].[K+].[C:7]([C:11]1[CH:16]=[CH:15][CH:14]=[CH:13][CH:12]=1)(=[O:10])[CH2:8][CH3:9].CN([CH:20]=[O:21])C.[CH2:22]1[CH2:26][O:25][CH2:24][CH2:23]1.CN([CH:30]=[O:31])C.[CH2:32]1[CH2:36][O:35][CH2:34][CH2:33]1. No catalyst specified. The product is [CH3:9][C:8]1[C:2]([CH3:3])=[C:1]([C:33]2[CH:23]=[CH:22][C:26]([O:25][CH3:24])=[C:36]([O:35][CH3:34])[CH:32]=2)[O:10][C:7]=1[C:11]1[CH:16]=[CH:15][C:14]([O:31][CH3:30])=[C:13]([O:21][CH3:20])[CH:12]=1. The yield is 0.919. (2) The reactants are [CH:1]([N:4]1[C:8]([C:9]2[N:18]=[C:17]3[N:11]([CH2:12][CH2:13][O:14][C:15]4[CH:22]=[C:21]([O:23][C:24]([CH3:29])([CH3:28])[C:25]([OH:27])=O)[N:20]=[CH:19][C:16]=43)[CH:10]=2)=[N:7][CH:6]=[N:5]1)([CH3:3])[CH3:2].C[N:31](C(ON1N=NC2C=CC=NC1=2)=[N+](C)C)C.F[P-](F)(F)(F)(F)F.[Cl-].[NH4+].C(N(CC)CC)C. The catalyst is CN(C=O)C. The product is [CH:1]([N:4]1[C:8]([C:9]2[N:18]=[C:17]3[C:16]4[CH:19]=[N:20][C:21]([O:23][C:24]([CH3:28])([CH3:29])[C:25]([NH2:31])=[O:27])=[CH:22][C:15]=4[O:14][CH2:13][CH2:12][N:11]3[CH:10]=2)=[N:7][CH:6]=[N:5]1)([CH3:3])[CH3:2]. The yield is 0.380. (3) The reactants are F[C:2]1[CH:7]=[CH:6][C:5]([N+:8]([O-:10])=[O:9])=[C:4]([F:11])[C:3]=1[CH3:12].[CH2:13]([OH:20])[C:14]1[CH:19]=[CH:18][CH:17]=[CH:16][CH:15]=1.C([O-])([O-])=O.[K+].[K+].O. The catalyst is CN(C=O)C. The product is [CH2:13]([O:20][C:2]1[CH:7]=[CH:6][C:5]([N+:8]([O-:10])=[O:9])=[C:4]([F:11])[C:3]=1[CH3:12])[C:14]1[CH:19]=[CH:18][CH:17]=[CH:16][CH:15]=1. The yield is 0.330. (4) The reactants are [N+:1]([C:4]1[CH:9]=[CH:8][C:7]([C:10]2[S:11][C:12]3[CH:18]=[C:17]([O:19][CH3:20])[CH:16]=[CH:15][C:13]=3[N:14]=2)=[C:6]([C:21]([F:24])([F:23])[F:22])[CH:5]=1)([O-])=O.O.O.[Sn](Cl)Cl.C(Cl)Cl.CCOC(C)=O. The catalyst is CCO. The product is [NH2:1][C:4]1[CH:9]=[CH:8][C:7]([C:10]2[S:11][C:12]3[CH:18]=[C:17]([O:19][CH3:20])[CH:16]=[CH:15][C:13]=3[N:14]=2)=[C:6]([C:21]([F:23])([F:24])[F:22])[CH:5]=1. The yield is 0.930. (5) The reactants are Br[C:2]1[CH:3]=[C:4]([C:8]([C:10]2[C:18]3[CH:17]=[N:16][CH:15]=[N:14][C:13]=3[N:12]([C@H:19]([CH3:28])[CH2:20][O:21][CH:22]3[CH2:27][CH2:26][CH2:25][CH2:24][O:23]3)[CH:11]=2)=[O:9])[CH:5]=[N:6][CH:7]=1.[NH3:29].C(OCC)(=O)C.O. The catalyst is CN1CCCC1=O.[Cu-]=O. The product is [NH2:29][C:2]1[CH:3]=[C:4]([C:8]([C:10]2[C:18]3[CH:17]=[N:16][CH:15]=[N:14][C:13]=3[N:12]([C@H:19]([CH3:28])[CH2:20][O:21][CH:22]3[CH2:27][CH2:26][CH2:25][CH2:24][O:23]3)[CH:11]=2)=[O:9])[CH:5]=[N:6][CH:7]=1. The yield is 0.700. (6) The reactants are [OH-].[Na+].[CH3:3][O:4][C:5]1[CH:14]=[CH:13][C:12]([S:15](=[O:18])(=[O:17])[NH2:16])=[CH:11][C:6]=1[C:7]([O:9]C)=[O:8].Cl. The catalyst is CO. The product is [CH3:3][O:4][C:5]1[CH:14]=[CH:13][C:12]([S:15](=[O:18])(=[O:17])[NH2:16])=[CH:11][C:6]=1[C:7]([OH:9])=[O:8]. The yield is 0.983.